Dataset: Forward reaction prediction with 1.9M reactions from USPTO patents (1976-2016). Task: Predict the product of the given reaction. (1) Given the reactants [F:1][C:2]1[CH:23]=[CH:22][C:5]([C:6]([CH:8]([C:19](=O)[CH3:20])[CH2:9][CH2:10][CH2:11][CH2:12][CH2:13][C:14]([O:16][CH2:17][CH3:18])=[O:15])=O)=[CH:4][CH:3]=1.[NH2:24][N:25]1[C:29]([CH2:30][CH3:31])=[CH:28][CH:27]=[C:26]1[C:32]([C:34]1[CH:39]=[CH:38][C:37]([F:40])=[CH:36][CH:35]=1)=O.O.C1(C)C=CC(S(O)(=O)=O)=CC=1.C(OCC)(=O)C, predict the reaction product. The product is: [CH2:30]([C:29]1[N:25]2[N:24]=[C:6]([C:5]3[CH:22]=[CH:23][C:2]([F:1])=[CH:3][CH:4]=3)[C:8]([CH2:9][CH2:10][CH2:11][CH2:12][CH2:13][C:14]([O:16][CH2:17][CH3:18])=[O:15])=[C:32]([C:34]3[CH:39]=[CH:38][C:37]([F:40])=[CH:36][CH:35]=3)[C:26]2=[CH:27][CH:28]=1)[CH3:31].[CH2:32]([C:26]1[N:25]2[N:24]=[C:19]([CH3:20])[C:8]([CH2:9][CH2:10][CH2:11][CH2:12][CH2:13][C:14]([O:16][CH2:17][CH3:18])=[O:15])=[C:6]([C:5]3[CH:22]=[CH:23][C:2]([F:1])=[CH:3][CH:4]=3)[C:29]2=[CH:28][CH:27]=1)[CH3:34]. (2) Given the reactants [C:1]([O:5][C:6](=[O:23])[NH:7][C:8]1[CH:13]=[CH:12][C:11]([C:14]#[C:15][C:16]2[CH:21]=[CH:20][CH:19]=[CH:18][CH:17]=2)=[CH:10][C:9]=1[NH2:22])([CH3:4])([CH3:3])[CH3:2].CC1(C)[O:30][C:29]([C:31]2[CH:32]=[C:33]([CH:36]=[CH:37][CH:38]=2)[C:34]#[N:35])=[CH:28][C:27](=O)[O:26]1, predict the reaction product. The product is: [C:1]([O:5][C:6](=[O:23])[NH:7][C:8]1[CH:13]=[CH:12][C:11]([C:14]#[C:15][C:16]2[CH:17]=[CH:18][CH:19]=[CH:20][CH:21]=2)=[CH:10][C:9]=1[NH:22][C:27](=[O:26])[CH2:28][C:29]([C:31]1[CH:38]=[CH:37][CH:36]=[C:33]([C:34]#[N:35])[CH:32]=1)=[O:30])([CH3:4])([CH3:2])[CH3:3].